This data is from Full USPTO retrosynthesis dataset with 1.9M reactions from patents (1976-2016). The task is: Predict the reactants needed to synthesize the given product. (1) Given the product [Cl:23][C:24]1[CH:29]=[CH:28][C:27]([N:30]2[C:43](=[O:44])[C:35]3([CH2:37][CH:36]3[C:38]([O:40][CH2:41][CH3:42])=[O:39])[C:34](=[S:10])[NH:33][C:32]3[CH:46]=[CH:47][CH:48]=[CH:49][C:31]2=3)=[CH:26][CH:25]=1, predict the reactants needed to synthesize it. The reactants are: COC1C=CC(P2(SP(C3C=CC(OC)=CC=3)(=S)S2)=[S:10])=CC=1.[Cl:23][C:24]1[CH:29]=[CH:28][C:27]([N:30]2[C:43](=[O:44])[C:35]3([CH2:37][CH:36]3[C:38]([O:40][CH2:41][CH3:42])=[O:39])[C:34](=O)[NH:33][C:32]3[CH:46]=[CH:47][CH:48]=[CH:49][C:31]2=3)=[CH:26][CH:25]=1. (2) Given the product [F:25][C:8]([F:7])([F:24])[CH2:9][NH:10][C:11]1[S:12][CH:13]=[C:14]([C:16]2[CH:17]=[CH:18][C:19]([CH2:20][NH2:21])=[CH:22][CH:23]=2)[N:15]=1, predict the reactants needed to synthesize it. The reactants are: [H-].[Al+3].[Li+].[H-].[H-].[H-].[F:7][C:8]([F:25])([F:24])[CH2:9][NH:10][C:11]1[S:12][CH:13]=[C:14]([C:16]2[CH:23]=[CH:22][C:19]([C:20]#[N:21])=[CH:18][CH:17]=2)[N:15]=1. (3) Given the product [CH3:12][C:9]([O:8][C:6](=[O:13])[N:2]([CH2:3][CH2:4][OH:5])[CH3:1])([CH3:10])[CH3:11], predict the reactants needed to synthesize it. The reactants are: [CH3:1][NH:2][CH2:3][CH2:4][OH:5].[C:6]([O:13]C([O-])=O)([O:8][C:9]([CH3:12])([CH3:11])[CH3:10])=O. (4) Given the product [C:23]([C:27]1[N:28]=[C:29]([N:36]2[CH2:37][C:38]3([CH2:39][O:40][CH2:41]3)[CH2:42]2)[C:30]2[N:35]=[N:34][N:33]([CH2:44][C:45]3[O:49][N:48]=[C:47]([CH3:50])[N:46]=3)[C:31]=2[N:32]=1)([CH3:26])([CH3:24])[CH3:25], predict the reactants needed to synthesize it. The reactants are: C(C1N=C(N2CCC(F)(F)C2)C2N=NN(CC)C=2N=1)(C)(C)C.[C:23]([C:27]1[N:28]=[C:29]([N:36]2[CH2:42][C:38]3([CH2:41][O:40][CH2:39]3)[CH2:37]2)[C:30]2[N:35]=[N:34][NH:33][C:31]=2[N:32]=1)([CH3:26])([CH3:25])[CH3:24].Cl[CH2:44][C:45]1[O:49][N:48]=[C:47]([CH3:50])[N:46]=1. (5) Given the product [CH3:5][C:6]1[CH:7]=[C:8]([C:23]2[CH:24]=[CH:25][C:26]([C:29]3[N:30]=[N:31][N:32]([CH2:34][C:35]([OH:37])=[O:36])[CH:33]=3)=[N:27][CH:28]=2)[CH:9]=[C:10]([NH:12][C:13]2[N:18]=[C:17]([C:19]([F:21])([F:20])[F:22])[CH:16]=[CH:15][N:14]=2)[CH:11]=1.[C:3]([OH:4])([C:19]([F:22])([F:21])[F:20])=[O:1], predict the reactants needed to synthesize it. The reactants are: [OH-:1].[Na+].[CH3:3][OH:4].[CH3:5][C:6]1[CH:7]=[C:8]([C:23]2[CH:24]=[CH:25][C:26]([C:29]3[N:30]=[N:31][N:32]([CH2:34][C:35]([O:37]C)=[O:36])[CH:33]=3)=[N:27][CH:28]=2)[CH:9]=[C:10]([NH:12][C:13]2[N:18]=[C:17]([C:19]([F:22])([F:21])[F:20])[CH:16]=[CH:15][N:14]=2)[CH:11]=1. (6) Given the product [CH3:9][O:10][C:11](=[O:45])[CH2:12][C:13]1[CH:14]=[N:15][CH:16]=[C:17]([C:19]2[CH:20]=[CH:21][C:22]([C:25]([CH2:43][CH3:44])([C:28]3[CH:33]=[CH:32][C:31]([C:5]#[C:4][C:3]([CH2:6][CH3:7])([OH:8])[CH2:1][CH3:2])=[C:30]([CH3:42])[CH:29]=3)[CH2:26][CH3:27])=[CH:23][CH:24]=2)[CH:18]=1, predict the reactants needed to synthesize it. The reactants are: [CH2:1]([C:3]([OH:8])([CH2:6][CH3:7])[C:4]#[CH:5])[CH3:2].[CH3:9][O:10][C:11](=[O:45])[CH2:12][C:13]1[CH:14]=[N:15][CH:16]=[C:17]([C:19]2[CH:24]=[CH:23][C:22]([C:25]([CH2:43][CH3:44])([C:28]3[CH:33]=[CH:32][C:31](OS(C(F)(F)F)(=O)=O)=[C:30]([CH3:42])[CH:29]=3)[CH2:26][CH3:27])=[CH:21][CH:20]=2)[CH:18]=1.C(=O)(O)[O-].[Na+]. (7) Given the product [CH:14]1([CH2:13][O:11][C:4]2[C:5]([N+:8]([O-:10])=[O:9])=[N:6][CH:7]=[C:2]([CH3:1])[CH:3]=2)[CH2:19][CH2:18][CH2:17][CH2:16][CH2:15]1, predict the reactants needed to synthesize it. The reactants are: [CH3:1][C:2]1[CH:3]=[C:4]([OH:11])[C:5]([N+:8]([O-:10])=[O:9])=[N:6][CH:7]=1.Br[CH2:13][CH:14]1[CH2:19][CH2:18][CH2:17][CH2:16][CH2:15]1.C(=O)([O-])[O-].[K+].[K+].O. (8) Given the product [CH2:1]([O:8][C:9]1[CH:19]=[CH:18][CH:17]=[CH:16][C:10]=1[C:11]([OH:13])=[O:12])[C:2]1[CH:3]=[CH:4][CH:5]=[CH:6][CH:7]=1, predict the reactants needed to synthesize it. The reactants are: [CH2:1]([O:8][C:9]1[CH:19]=[CH:18][CH:17]=[CH:16][C:10]=1[C:11]([O:13]CC)=[O:12])[C:2]1[CH:7]=[CH:6][CH:5]=[CH:4][CH:3]=1.[OH-].[Na+].CCO. (9) Given the product [Br:1][C:2]1[C:3](=[O:17])[NH:4][C:5](=[O:16])[N:6]([CH2:26][CH2:25][C:23]2[CH:22]=[CH:21][C:20]([F:28])=[C:19]([Cl:18])[CH:24]=2)[N:7]=1, predict the reactants needed to synthesize it. The reactants are: [Br:1][C:2]1[C:3](=[O:17])[NH:4][C:5](=[O:16])[N:6](CCC2C=CC=CC=2)[N:7]=1.[Cl:18][C:19]1[CH:24]=[C:23]([CH2:25][CH2:26]I)[CH:22]=[CH:21][C:20]=1[F:28].C(I)CC1C=CC=CC=1.BrC1C(=O)NC(=O)N(CCC2C=CC(C)=CC=2)N=1. (10) The reactants are: [C:1]([C:5]1[CH:10]=[CH:9][C:8]([C:11]2[S:15][CH:14]=[C:13]([C:16](=[N:18][NH:19][C:20]([C:22]3[CH:31]=[CH:30][C:25]([C:26]([O:28]C)=[O:27])=[CH:24][CH:23]=3)=[O:21])[CH3:17])[C:12]=2[OH:32])=[CH:7][CH:6]=1)([CH3:4])([CH3:3])[CH3:2].[OH-].[Na+].Cl. Given the product [C:1]([C:5]1[CH:10]=[CH:9][C:8]([C:11]2[S:15][CH:14]=[C:13]([C:16](=[N:18][NH:19][C:20]([C:22]3[CH:23]=[CH:24][C:25]([C:26]([OH:28])=[O:27])=[CH:30][CH:31]=3)=[O:21])[CH3:17])[C:12]=2[OH:32])=[CH:7][CH:6]=1)([CH3:2])([CH3:3])[CH3:4], predict the reactants needed to synthesize it.